Predict the reaction yield, written as a fraction of the theoretical maximum amount of product (1.0 means a 100% yield; for example, 0.34 means a 34% yield). From a dataset of Reaction yield outcomes from USPTO patents with 853,638 reactions. (1) The reactants are BrCCCCCCOC1C=CC(C2C=CC(C#N)=CC=2)=CC=1.O[C:24]1[CH:25]=[C:26]([C:35]([O:37][CH2:38][CH3:39])=[O:36])[CH:27]=[C:28]([CH:34]=1)[C:29]([O:31][CH2:32][CH3:33])=[O:30].CC(C)=O. The catalyst is O. The product is [C:29]([O:31][CH2:32][CH3:33])(=[O:30])[C:28]1[CH:34]=[CH:24][CH:25]=[C:26]([C:35]([O:37][CH2:38][CH3:39])=[O:36])[CH:27]=1. The yield is 0.730. (2) The reactants are [CH3:1][O:2][C:3]([C:5]1[C:18]([NH:19][C:20]2[CH:25]=[CH:24][C:23]([Br:26])=[CH:22][C:21]=2[Cl:27])=[C:17]([F:28])[C:8]2[N:9]=[CH:10][N:11]([CH2:12][CH2:13][C:14](O)=[O:15])[C:7]=2[CH:6]=1)=[O:4].[CH:29]1[CH:30]=CC2N(O)N=[N:35][C:33]=2[CH:34]=1.O.CCN(CC)CC.N1CCCC1.CCN=C=NCCCN(C)C. The catalyst is CN(C=O)C.CCOC(C)=O.O. The product is [CH3:1][O:2][C:3]([C:5]1[C:18]([NH:19][C:20]2[CH:25]=[CH:24][C:23]([Br:26])=[CH:22][C:21]=2[Cl:27])=[C:17]([F:28])[C:8]2[N:9]=[CH:10][N:11]([CH2:12][CH2:13][C:14](=[O:15])[N:35]3[CH2:30][CH2:29][CH2:34][CH2:33]3)[C:7]=2[CH:6]=1)=[O:4]. The yield is 0.670. (3) The reactants are [NH2:1][C:2]1[N:7]=[CH:6][N:5]=[C:4]([O:8][CH3:9])[CH:3]=1.Cl[C:11](Cl)([O:13]C(=O)OC(Cl)(Cl)Cl)Cl.C(N(C(C)C)CC)(C)C.[CH3:31][NH:32][C:33]([C:35]1[CH:40]=[C:39]([O:41][C:42]2[CH:47]=[CH:46][C:45]([NH2:48])=[C:44]([F:49])[CH:43]=2)[CH:38]=[CH:37][N:36]=1)=[O:34]. The catalyst is C1COCC1.CN(C=O)C. The product is [CH3:31][NH:32][C:33]([C:35]1[CH:40]=[C:39]([O:41][C:42]2[CH:47]=[CH:46][C:45]([NH:48][C:11]([NH:1][C:2]3[CH:3]=[C:4]([O:8][CH3:9])[N:5]=[CH:6][N:7]=3)=[O:13])=[C:44]([F:49])[CH:43]=2)[CH:38]=[CH:37][N:36]=1)=[O:34]. The yield is 0.0900. (4) The reactants are [O:1]=[C:2]1[C:7]([CH2:8][C:9]2[CH:14]=[CH:13][C:12]([C:15]3[C:16]([C:21]#[N:22])=[CH:17][CH:18]=[CH:19][CH:20]=3)=[CH:11][CH:10]=2)=[C:6]([CH2:23][CH2:24][CH3:25])[N:5]2[N:26]=[CH:27][N:28]=[C:4]2[N:3]1[CH:29]1[CH2:41][CH2:40][C:32]2([O:36][C@H:35]3[CH2:37][O:38][CH2:39][C@H:34]3[O:33]2)[CH2:31][CH2:30]1.C([BH3-])#N.[Na+].O1CCCC1. The catalyst is C(OCC)(=O)C. The product is [OH:36][C@H:35]1[CH2:37][O:38][CH2:39][C@H:34]1[O:33][C@H:32]1[CH2:31][CH2:30][C@H:29]([N:3]2[C:2](=[O:1])[C:7]([CH2:8][C:9]3[CH:14]=[CH:13][C:12]([C:15]4[C:16]([C:21]#[N:22])=[CH:17][CH:18]=[CH:19][CH:20]=4)=[CH:11][CH:10]=3)=[C:6]([CH2:23][CH2:24][CH3:25])[N:5]3[N:26]=[CH:27][N:28]=[C:4]23)[CH2:41][CH2:40]1. The yield is 0.180. (5) The reactants are [N+:1]([C:4]1[CH:5]=[N:6][NH:7][CH:8]=1)([O-:3])=[O:2].[H-].[Na+].I[CH3:12]. The catalyst is C(#N)C. The product is [CH3:12][N:6]1[CH:5]=[C:4]([N+:1]([O-:3])=[O:2])[CH:8]=[N:7]1. The yield is 0.930. (6) The reactants are [CH2:1]([O:8][C:9]([NH:11][C:12]1[C:13]([C:29](O)=[O:30])=[N:14][C:15]2[C:20]([CH:21]=1)=[CH:19][CH:18]=[C:17]([N:22]1[CH2:27][CH2:26][N:25]([CH3:28])[CH2:24][CH2:23]1)[CH:16]=2)=[O:10])[C:2]1[CH:7]=[CH:6][CH:5]=[CH:4][CH:3]=1.[NH2:32][C:33]1[CH:34]=[N:35][CH:36]=[CH:37][C:38]=1[N:39]1[CH2:44][C@H:43]([CH3:45])[C@H:42]([NH:46][C:47](=[O:50])[O:48][CH3:49])[C@H:41]([NH:51][C:52](=[O:58])[O:53][C:54]([CH3:57])([CH3:56])[CH3:55])[CH2:40]1.CN(C(ON1N=NC2C=CC=NC1=2)=[N+](C)C)C.F[P-](F)(F)(F)(F)F.CCN(C(C)C)C(C)C. The catalyst is CN(C=O)C. The product is [CH2:1]([O:8][C:9]([NH:11][C:12]1[C:13]([C:29]([NH:32][C:33]2[CH:34]=[N:35][CH:36]=[CH:37][C:38]=2[N:39]2[CH2:44][C@H:43]([CH3:45])[C@H:42]([NH:46][C:47](=[O:50])[O:48][CH3:49])[C@H:41]([NH:51][C:52](=[O:58])[O:53][C:54]([CH3:57])([CH3:56])[CH3:55])[CH2:40]2)=[O:30])=[N:14][C:15]2[C:20]([CH:21]=1)=[CH:19][CH:18]=[C:17]([N:22]1[CH2:27][CH2:26][N:25]([CH3:28])[CH2:24][CH2:23]1)[CH:16]=2)=[O:10])[C:2]1[CH:7]=[CH:6][CH:5]=[CH:4][CH:3]=1. The yield is 0.490.